From a dataset of Experimentally validated miRNA-target interactions with 360,000+ pairs, plus equal number of negative samples. Binary Classification. Given a miRNA mature sequence and a target amino acid sequence, predict their likelihood of interaction. (1) The miRNA is hsa-miR-5696 with sequence CUCAUUUAAGUAGUCUGAUGCC. The protein sequence of the target gene is MADAWEEIRRLAADFQRAQFAEATQRLSERNCIEIVNKLIAQKQLEVVHTLDGKEYITPAQISKEMRDELHVRGGRVNIVDLQQVINVDLIHIENRIGDIIKSEKHVQLVLGQLIDENYLDRLAEEVNDKLQESGQVTISELCKTYDLPGNFLTQALTQRLGRIISGHIDLDNRGVIFTEAFVARHKARIRGLFSAITRPTAVNSLISKYGFQEQLLYSVLEELVNSGRLRGTVVGGRQDKAVFVPDIYSRTQSTWVDSFFRQNGYLEFDALSRLGIPDAVSYIKKRYKTTQLLFLKAAC.... Result: 1 (interaction). (2) The miRNA is mmu-miR-669i with sequence UGCAUAUACACACAUGCAUAC. The protein sequence of the target gene is MSCNGGSHPRINTLGRMIRAESGPDLRYEVTSGGGGTSRMYYSRRGVITDQNSDGYCQTGTMSRHQNQNTIQELLQNCSDCLMRAELIVQPELKYGDGIQLTRSRELDECFAQANDQMEILDSLIREMRQMGQPCDAYQKRLLQLQEQMRALYKAISVPRVRRASSKGGGGYTCQSGSGWDEFTKHVTSECLGWMRQQRAEMDMVAWGVDLASVEQHINSHRGIHNSIGDYRWQLDKIKADLREKSAIYQLEEEYENLLKASFERMDHLRQLQNIIQATSREIMWINDCEEEELLYDWSD.... Result: 0 (no interaction). (3) The miRNA is cel-miR-75-3p with sequence UUAAAGCUACCAACCGGCUUCA. The protein sequence of the target gene is MVSKLSQLQTELLAALLESGLSKEALIQALGEPGPYLLAGEGPLDKGESCGGGRGELAELPNGLGETRGSEDETDDDGEDFTPPILKELENLSPEEAAHQKAVVETLLQEDPWRVAKMVKSYLQQHNIPQREVVDTTGLNQSHLSQHLNKGTPMKTQKRAALYTWYVRKQREVAQQFTHAGQGGLIEEPTGDELPTKKGRRNRFKWGPASQQILFQAYERQKNPSKEERETLVEECNRAECIQRGVSPSQAQGLGSNLVTEVRVYNWFANRRKEEAFRHKLAMDTYSGPPPGPGPGPALP.... Result: 0 (no interaction). (4) The miRNA is hsa-miR-5590-3p with sequence AAUAAAGUUCAUGUAUGGCAA. The protein sequence of the target gene is MVSKSDQLLIVVSILEGRHFPKRPKHMLVVEAKFDGEQLATDPVDHTDQPEFATELAWEIDRKALHQHRLQRTPIKLQCFALDPVTSAKETIGYIVLDLRTAQETKQAPKWYQLLSNKYTKFKSEIQISIALETDTKPPVDSFKAKGAPPRDGKVPAILAGLDPRDIVAVLNEEGGYHQIGPAEYCTDSFIMSVTIAFATQLEQLIPCTMKLPERQPEFFFYYSLLGNDVTNEPFNDLINPNFEPERASVRIRSSVEILRVYLALQSKLQIHLCCGDQSLGSTEIPLTGLLKKGSTEINQ.... Result: 1 (interaction). (5) The miRNA is hsa-miR-4658 with sequence GUGAGUGUGGAUCCUGGAGGAAU. The protein sequence of the target gene is MGIPVGKSMLVLLISLAFALCCIAAYGPGETLCGGELVDTLQFVCSDRGFYFSRPSSRANRRSRGIVEECCFRSCDLALLETYCATPAKSERDVSTSQAVLPDDFPRYPVGKFFQYDTWRQSAGRLRRGLPALLRARRGRMLAKELKEFREAKRHRPLIVLPPKDPAHGGASSEMSSNHQ. Result: 0 (no interaction). (6) The miRNA is hsa-miR-5703 with sequence AGGAGAAGUCGGGAAGGU. The protein sequence of the target gene is MSGTRASNDRPPGTGGVKRGRLQQEAAATGSRVTVVLGAQWGDEGKGKVVDLLATDADIVSRCQGGNNAGHTVVVDGKEYDFHLLPSGIINTKAVSFIGNGVVIHLPGLFEEAEKNEKKGLKDWEKRLIISDRAHLVFDFHQAVDGLQEVQRQAQEGKNIGTTKKGIGPTYSSKAARTGLRICDLLSDFDEFSARFKNLAHQHQSMFPTLEIDVEGQLKRLKGFAERIRPMVRDGVYFMYEALHGPPKKVLVEGANAALLDIDFGTYPFVTSSNCTVGGVCTGLGIPPQNIGDVYGVVKA.... Result: 0 (no interaction). (7) The miRNA is mmu-miR-369-5p with sequence AGAUCGACCGUGUUAUAUUCGC. The protein sequence of the target gene is MCHQQLVISWFSLVFLASPLVAIWELKKDVYVVELDWYPDAPGEMVVLTCDTPEEDGITWTLDQSSEVLGSGKTLTIQVKEFGDAGQYTCHKGGEVLSHSLLLLHKKEDGIWSTDILKDQKEPKNKTFLRCEAKNYSGRFTCWWLTTISTDLTFSVKSSRGSSDPQGVTCGAATLSAERVRGDNKEYEYSVECQEDSACPAAEESLPIEVMVDAVHKLKYENYTSSFFIRDIIKPDPPKNLQLKPLKNSRQVEVSWEYPDTWSTPHSYFSLTFCVQVQGKSKREKKDRVFTDKTSATVIC.... Result: 0 (no interaction).